From a dataset of Full USPTO retrosynthesis dataset with 1.9M reactions from patents (1976-2016). Predict the reactants needed to synthesize the given product. (1) Given the product [I:8][C:9]1[CH:10]=[C:11]([N:15]2[C:23](=[O:24])[C:22]3[C@@H:21]4[C:25]([CH3:27])([CH3:26])[C@@:18]([CH3:28])([CH2:19][CH2:20]4)[C:17]=3[N:16]2[CH3:5])[CH:12]=[CH:13][CH:14]=1, predict the reactants needed to synthesize it. The reactants are: S(OC)(O[CH3:5])(=O)=O.[I:8][C:9]1[CH:10]=[C:11]([N:15]2[C:23](=[O:24])[C:22]3[C@@H:21]4[C:25]([CH3:27])([CH3:26])[C@@:18]([CH3:28])([CH2:19][CH2:20]4)[C:17]=3[NH:16]2)[CH:12]=[CH:13][CH:14]=1. (2) Given the product [CH3:15][C:16]1[CH:24]=[C:23]([CH3:25])[CH:22]=[CH:21][C:17]=1[C:18]([N:4]1[CH2:5][CH2:6][NH:1][C:2](=[O:7])[CH2:3]1)=[O:19], predict the reactants needed to synthesize it. The reactants are: [NH:1]1[CH2:6][CH2:5][NH:4][CH2:3][C:2]1=[O:7].C(N(CC)CC)C.[CH3:15][C:16]1[CH:24]=[C:23]([CH3:25])[CH:22]=[CH:21][C:17]=1[C:18](Cl)=[O:19]. (3) Given the product [C:17]([NH:14][C:13]1[CH:15]=[CH:16][C:10]([N:1]=[N:2][C:3]2[CH:4]=[CH:5][C:6]([NH2:7])=[CH:8][CH:9]=2)=[CH:11][CH:12]=1)(=[O:19])[CH3:18], predict the reactants needed to synthesize it. The reactants are: [N:1]([C:10]1[CH:16]=[CH:15][C:13]([NH2:14])=[CH:12][CH:11]=1)=[N:2][C:3]1[CH:9]=[CH:8][C:6]([NH2:7])=[CH:5][CH:4]=1.[C:17](Cl)(=[O:19])[CH3:18].C(OCC)(=O)C. (4) Given the product [S:20]1[C:21]2[CH:27]=[CH:26][CH:25]=[CH:24][C:22]=2[N:23]=[C:19]1[C:18]1[C:17](=[O:16])[O:13][C:7]2[C:8]([CH:9]=1)=[CH:11][CH:12]=[C:5]([N:4]([CH2:3][CH2:2][F:1])[CH3:14])[CH:6]=2, predict the reactants needed to synthesize it. The reactants are: [F:1][CH2:2][CH2:3][N:4]([CH3:14])[C:5]1[CH:12]=[CH:11][C:8]([CH:9]=O)=[C:7]([OH:13])[CH:6]=1.C[O:16][C:17](=O)[CH2:18][C:19]1[S:20][C:21]2[CH:27]=[CH:26][CH:25]=[CH:24][C:22]=2[N:23]=1.N1CCCCC1. (5) Given the product [CH3:1][O:2][C:3]1[CH:4]=[CH:5][C:6]([C:9]2[CH:14]=[CH:13][N:12]=[C:11]3[NH:15][C:16]([C:18]4[CH:27]=[CH:26][C:21]([C:22]([OH:24])=[O:23])=[CH:20][CH:19]=4)=[N:17][C:10]=23)=[CH:7][CH:8]=1, predict the reactants needed to synthesize it. The reactants are: [CH3:1][O:2][C:3]1[CH:8]=[CH:7][C:6]([C:9]2[CH:14]=[CH:13][N:12]=[C:11]3[NH:15][C:16]([C:18]4[CH:27]=[CH:26][C:21]([C:22]([O:24]C)=[O:23])=[CH:20][CH:19]=4)=[N:17][C:10]=23)=[CH:5][CH:4]=1.[OH-].[Li+].Cl.